This data is from Experimentally validated miRNA-target interactions with 360,000+ pairs, plus equal number of negative samples. The task is: Binary Classification. Given a miRNA mature sequence and a target amino acid sequence, predict their likelihood of interaction. (1) The miRNA is hsa-miR-6833-3p with sequence UUUCUCUCUCCACUUCCUCAG. The protein sequence of the target gene is MEDHQHVPIDIQTSKLLDWLVDRRHCSLKWQSLVLTIREKINAAIQDMPESEEIAQLLSGSYIHYFHCLRILDLLKGTEASTKNIFGRYSSQRMKDWQEIIALYEKDNTYLVELSSLLVRNVNYEIPSLKKQIAKCQQLQQEYSRKEEECQAGAAEMREQFYHSCKQYGITGENVRGELLALVKDLPSQLAEIGAAAQQSLGEAIDVYQASVGFVCESPTEQVLPMLRFVQKRGNSTVYEWRTGTEPSVVERPHLEELPEQVAEDAIDWGDFGVEAVSEGTDSGISAEAAGIDWGIFPES.... Result: 0 (no interaction). (2) The miRNA is mmu-miR-7684-3p with sequence UGCUGACUGGGGCUGGCCUGUG. The protein sequence of the target gene is MQLEIQVALNFIISYLYNKLPRRRVNIFGEELERLLKKKYEGHWYPEKPYKGSGFRCIHVGEKVDPVIEQASKESGLDIDDVRGNLPQDLSVWIDPFEVSYQIGEKGPVKVLYVDDSSETGCELDKEIKNSFNPEAQVFMPISDPASSVSSSPSPPFGHSAAVSPTFMPRSTQPLTFTTATFAATKFGSTKMKNSGRSSKVARTSPINLGLTVNVNDLLKQKAISSSVHSLYGLGLGSQQQPQPQPQQQQQQQPSSSQPPPPLPQQQQQQPQQQQQQQQQTSALSPNAKEFIFPNMQGQG.... Result: 0 (no interaction). (3) The miRNA is hsa-miR-374a-3p with sequence CUUAUCAGAUUGUAUUGUAAUU. The protein sequence of the target gene is MALDGIRMPDGCYADGTWELSVHVTDLNRDVTLRVTGEVHIGGVMLKLVEKLDVKKDWSDHALWWEKKRTWLLKTHWTLDKYGIQADAKLQFTPQHKLLRLQLPNMKYVKVKVNFSDRVFKAVSDICKTFNIRHPEELSLLKKPRDPTKKKKKKLDDQSEDEALELEGPLITPGSGSIYSSPGLYSKTMTPTYDAHDGSPLSPTSAWFGDSALSEGNPGILAVSQPITSPEILAKMFKPQALLDKAKINQGWLDSSRSLMEQDVKENEALLLRFKYYSFFDLNPKYDAIRINQLYEQAKW.... Result: 0 (no interaction). (4) The miRNA is cel-miR-67-3p with sequence UCACAACCUCCUAGAAAGAGUAGA. The protein sequence of the target gene is MAQEKMKLGFKSLPSSTTADGNILRRVNSAPLINGLGFNSQVLQADMLRIRTNRTTFRNRRSLLLPPPPFHGSISRLHQIKQEEAMDLINRETMSEWKLQSEIQISHSWEEGLKLVKWHFNINQKRFSKAQPTCFLLILPNCQKIMCIYFQLLLMETTAMLDLLVIRQLKSALSQTLLCHLLILVLICSSRQTFN. Result: 0 (no interaction).